This data is from Forward reaction prediction with 1.9M reactions from USPTO patents (1976-2016). The task is: Predict the product of the given reaction. (1) The product is: [OH:37][C@H:36]([CH2:35][OH:34])[CH2:38][CH2:39][NH:40][C:29]([CH:9]1[CH:8]([C:4]2[CH:5]=[CH:6][CH:7]=[C:2]([Cl:1])[CH:3]=2)[C:12]([C:15]2[CH:20]=[CH:19][C:18]([Cl:21])=[CH:17][CH:16]=2)([C:13]#[N:14])[CH:11]([CH2:22][C:23]([CH3:26])([CH3:25])[CH3:24])[N:10]1[CH2:27][CH3:28])=[O:31]. Given the reactants [Cl:1][C:2]1[CH:3]=[C:4]([CH:8]2[C:12]([C:15]3[CH:20]=[CH:19][C:18]([Cl:21])=[CH:17][CH:16]=3)([C:13]#[N:14])[CH:11]([CH2:22][C:23]([CH3:26])([CH3:25])[CH3:24])[N:10]([CH2:27][CH3:28])[CH:9]2[C:29]([OH:31])=O)[CH:5]=[CH:6][CH:7]=1.CC1(C)[O:37][C@@H:36]([CH2:38][CH2:39][NH2:40])[CH2:35][O:34]1.CN(C(ON1N=NC2C=CC=NC1=2)=[N+](C)C)C.F[P-](F)(F)(F)(F)F.CCN(C(C)C)C(C)C, predict the reaction product. (2) Given the reactants [OH:1][CH:2]1[CH2:6][CH2:5][NH:4][CH2:3]1.[BH-](OC(C)=O)(OC(C)=O)OC(C)=O.[Na+].[CH2:21]1[CH:23]([CH:24](O)C#N)[CH2:22]1, predict the reaction product. The product is: [CH:23]1([CH2:24][N:4]2[CH2:5][CH2:6][CH:2]([OH:1])[CH2:3]2)[CH2:21][CH2:22]1. (3) Given the reactants Cl[C:2]1[CH:7]=[C:6]([Cl:8])[N:5]=[CH:4][N:3]=1.[CH3:9][C:10]([NH2:13])([CH3:12])[CH3:11].CCN(C(C)C)C(C)C, predict the reaction product. The product is: [C:10]([NH:13][C:2]1[CH:7]=[C:6]([Cl:8])[N:5]=[CH:4][N:3]=1)([CH3:12])([CH3:11])[CH3:9]. (4) Given the reactants C[O:2][C:3]1[CH:10]=[C:9]([O:11][C:12]2[CH:17]=[CH:16][CH:15]=[CH:14][CH:13]=2)[CH:8]=[C:7]([CH3:18])[C:4]=1[CH:5]=[O:6].B(Br)(Br)Br.C(=O)=O.CC(C)=O, predict the reaction product. The product is: [OH:2][C:3]1[CH:10]=[C:9]([O:11][C:12]2[CH:13]=[CH:14][CH:15]=[CH:16][CH:17]=2)[CH:8]=[C:7]([CH3:18])[C:4]=1[CH:5]=[O:6]. (5) Given the reactants [CH2:1]([C:3]1[CH:4]=[C:5]([OH:20])[CH:6]=[CH:7][C:8]=1[NH:9][C:10]1[N:15]=[CH:14][C:13]2[N:16]=[CH:17][N:18]([CH3:19])[C:12]=2[CH:11]=1)[CH3:2].C([O-])([O-])=O.[Cs+].[Cs+].Cl[CH2:28][C:29]#[N:30], predict the reaction product. The product is: [CH2:1]([C:3]1[CH:4]=[C:5]([CH:6]=[CH:7][C:8]=1[NH:9][C:10]1[N:15]=[CH:14][C:13]2[N:16]=[CH:17][N:18]([CH3:19])[C:12]=2[CH:11]=1)[O:20][CH2:28][C:29]#[N:30])[CH3:2]. (6) The product is: [Br:1][C:2]1[CH:11]=[C:6]2[C:5](=[CH:4][CH:3]=1)[NH:14][N:13]=[C:7]2[NH:8][CH3:9]. Given the reactants [Br:1][C:2]1[CH:3]=[CH:4][C:5](F)=[C:6]([CH:11]=1)[C:7](=S)[NH:8][CH3:9].[NH2:13][NH2:14], predict the reaction product.